Predict the reaction yield, written as a fraction of the theoretical maximum amount of product (1.0 means a 100% yield; for example, 0.34 means a 34% yield). From a dataset of Reaction yield outcomes from USPTO patents with 853,638 reactions. (1) The reactants are C([O:3][C:4]([C:6]1[CH:7]=[C:8]2[C:13](=[CH:14][CH:15]=1)[NH:12][CH:11]([C:16]1[CH:21]=[CH:20][CH:19]=[CH:18][CH:17]=1)[C:10]([CH3:23])([CH3:22])[CH2:9]2)=[O:5])C.[OH-].[Na+].Cl. The product is [CH3:22][C:10]1([CH3:23])[CH2:9][C:8]2[C:13](=[CH:14][CH:15]=[C:6]([C:4]([OH:5])=[O:3])[CH:7]=2)[NH:12][CH:11]1[C:16]1[CH:21]=[CH:20][CH:19]=[CH:18][CH:17]=1. The catalyst is CO.O1CCCC1.O. The yield is 0.900. (2) The reactants are [Cl:1][C:2]1[CH:7]=[CH:6][C:5]([S:8]([CH:11]([C:21]2[CH:26]=[C:25]([F:27])[CH:24]=[CH:23][C:22]=2[F:28])[C:12]2[N:17]=[C:16]([C:18]([OH:20])=O)[CH:15]=[CH:14][CH:13]=2)(=[O:10])=[O:9])=[CH:4][CH:3]=1.CN1CCOCC1.ON1C2C=CC=CC=2N=N1.Cl.C(N=C=NCCCN(C)C)C.[CH3:58][N:59]1[CH2:64][CH2:63][NH:62][CH2:61][CH2:60]1. The catalyst is ClCCl. The product is [Cl:1][C:2]1[CH:3]=[CH:4][C:5]([S:8]([CH:11]([C:21]2[CH:26]=[C:25]([F:27])[CH:24]=[CH:23][C:22]=2[F:28])[C:12]2[N:17]=[C:16]([C:18]([N:62]3[CH2:63][CH2:64][N:59]([CH3:58])[CH2:60][CH2:61]3)=[O:20])[CH:15]=[CH:14][CH:13]=2)(=[O:10])=[O:9])=[CH:6][CH:7]=1. The yield is 0.260. (3) The reactants are [O:1]=[C:2]1[NH:6][C:5]2[CH:7]=[CH:8][C:9]([C:11]([OH:13])=O)=[CH:10][C:4]=2[NH:3]1.[NH:14]1[CH2:19][CH2:18][CH2:17][C@@H:16]2[C:20]3[CH:21]=[CH:22][CH:23]=[CH:24][C:25]=3[CH2:26][C@H:15]12.F[P-](F)(F)(F)(F)F.N1(OC(N(C)C)=[N+](C)C)C2N=CC=CC=2N=N1. No catalyst specified. The product is [N:14]1([C:11]([C:9]2[CH:8]=[CH:7][C:5]3[NH:6][C:2](=[O:1])[NH:3][C:4]=3[CH:10]=2)=[O:13])[CH2:19][CH2:18][CH2:17][C@@H:16]2[C:20]3[CH:21]=[CH:22][CH:23]=[CH:24][C:25]=3[CH2:26][C@H:15]12. The yield is 0.110. (4) The reactants are [B:10]1([B:10]2[O:14][C:13]([CH3:16])([CH3:15])[C:12]([CH3:18])([CH3:17])[O:11]2)[O:14][C:13]([CH3:16])([CH3:15])[C:12]([CH3:18])([CH3:17])[O:11]1.Br[C:20]1[CH:21]=[CH:22][C:23]([O:36][CH3:37])=[C:24]([S:26]([NH:29][CH:30]2[CH2:35][CH2:34][O:33][CH2:32][CH2:31]2)(=[O:28])=[O:27])[CH:25]=1.C([O-])(=O)C.[K+]. The catalyst is O1CCOCC1.C1C=CC(P(C2C=CC=CC=2)[C-]2C=CC=C2)=CC=1.C1C=CC(P(C2C=CC=CC=2)[C-]2C=CC=C2)=CC=1.Cl[Pd]Cl.[Fe+2]. The product is [CH3:37][O:36][C:23]1[CH:22]=[CH:21][C:20]([B:10]2[O:11][C:12]([CH3:17])([CH3:18])[C:13]([CH3:15])([CH3:16])[O:14]2)=[CH:25][C:24]=1[S:26]([NH:29][CH:30]1[CH2:35][CH2:34][O:33][CH2:32][CH2:31]1)(=[O:27])=[O:28]. The yield is 0.570. (5) The reactants are [CH3:1][C:2]1[C:10]2[C:9]([CH2:11][N:12]3[C:16]4[CH:17]=[CH:18][CH:19]=[CH:20][C:15]=4[NH:14][C:13]3=[O:21])=[CH:8][S:7][C:6]=2[CH:5]=[CH:4][CH:3]=1.[CH3:22][O:23][C:24](=[O:30])[C:25]([CH3:29])([CH3:28])[CH2:26]O.C1(P(C2C=CC=CC=2)C2C=CC=CC=2)C=CC=CC=1.N(C(OC(C)C)=O)=NC(OC(C)C)=O. The catalyst is C1COCC1. The product is [CH3:22][O:23][C:24](=[O:30])[C:25]([CH3:29])([CH3:28])[CH2:26][N:14]1[C:15]2[CH:20]=[CH:19][CH:18]=[CH:17][C:16]=2[N:12]([CH2:11][C:9]2[C:10]3[C:2]([CH3:1])=[CH:3][CH:4]=[CH:5][C:6]=3[S:7][CH:8]=2)[C:13]1=[O:21]. The yield is 0.410. (6) The reactants are [NH2:1][C:2]1[CH:10]=[CH:9][C:5]([CH2:6][CH2:7][OH:8])=[CH:4][CH:3]=1.[CH2:11]([O:13][C:14](=[O:27])[CH:15]([O:24][CH2:25][CH3:26])[CH2:16][C:17]1[CH:22]=[CH:21][C:20](O)=[CH:19][CH:18]=1)[CH3:12].N(C(N1CCCCC1)=O)=NC(N1CCCCC1)=O.C1(P(C2C=CC=CC=2)C2C=CC=CC=2)C=CC=CC=1. The catalyst is ClCCl. The product is [CH2:11]([O:13][C:14](=[O:27])[CH:15]([O:24][CH2:25][CH3:26])[CH2:16][C:17]1[CH:22]=[CH:21][C:20]([O:8][CH2:7][CH2:6][C:5]2[CH:9]=[CH:10][C:2]([NH2:1])=[CH:3][CH:4]=2)=[CH:19][CH:18]=1)[CH3:12]. The yield is 0.860.